From a dataset of NCI-60 drug combinations with 297,098 pairs across 59 cell lines. Regression. Given two drug SMILES strings and cell line genomic features, predict the synergy score measuring deviation from expected non-interaction effect. (1) Drug 1: C1=C(C(=O)NC(=O)N1)F. Drug 2: C1=NNC2=C1C(=O)NC=N2. Cell line: U251. Synergy scores: CSS=42.3, Synergy_ZIP=-3.68, Synergy_Bliss=-6.68, Synergy_Loewe=-9.16, Synergy_HSA=-4.87. (2) Drug 1: CC12CCC3C(C1CCC2=O)CC(=C)C4=CC(=O)C=CC34C. Drug 2: CC1C(C(CC(O1)OC2CC(OC(C2O)C)OC3=CC4=CC5=C(C(=O)C(C(C5)C(C(=O)C(C(C)O)O)OC)OC6CC(C(C(O6)C)O)OC7CC(C(C(O7)C)O)OC8CC(C(C(O8)C)O)(C)O)C(=C4C(=C3C)O)O)O)O. Cell line: SN12C. Synergy scores: CSS=22.0, Synergy_ZIP=3.21, Synergy_Bliss=3.61, Synergy_Loewe=4.61, Synergy_HSA=4.41. (3) Drug 1: CC1C(C(CC(O1)OC2CC(CC3=C2C(=C4C(=C3O)C(=O)C5=C(C4=O)C(=CC=C5)OC)O)(C(=O)C)O)N)O.Cl. Drug 2: CC1C(C(CC(O1)OC2CC(CC3=C2C(=C4C(=C3O)C(=O)C5=C(C4=O)C(=CC=C5)OC)O)(C(=O)CO)O)N)O.Cl. Cell line: TK-10. Synergy scores: CSS=50.6, Synergy_ZIP=6.54, Synergy_Bliss=8.36, Synergy_Loewe=6.39, Synergy_HSA=8.93. (4) Drug 1: C1=CC(=C2C(=C1NCCNCCO)C(=O)C3=C(C=CC(=C3C2=O)O)O)NCCNCCO. Drug 2: CCCS(=O)(=O)NC1=C(C(=C(C=C1)F)C(=O)C2=CNC3=C2C=C(C=N3)C4=CC=C(C=C4)Cl)F. Cell line: A549. Synergy scores: CSS=54.6, Synergy_ZIP=5.93, Synergy_Bliss=6.78, Synergy_Loewe=-2.81, Synergy_HSA=6.33. (5) Drug 1: CCC1=CC2CC(C3=C(CN(C2)C1)C4=CC=CC=C4N3)(C5=C(C=C6C(=C5)C78CCN9C7C(C=CC9)(C(C(C8N6C)(C(=O)OC)O)OC(=O)C)CC)OC)C(=O)OC.C(C(C(=O)O)O)(C(=O)O)O. Drug 2: COC1=NC(=NC2=C1N=CN2C3C(C(C(O3)CO)O)O)N. Cell line: OVCAR-8. Synergy scores: CSS=48.7, Synergy_ZIP=1.67, Synergy_Bliss=3.21, Synergy_Loewe=-34.0, Synergy_HSA=3.30.